The task is: Predict the reaction yield, written as a fraction of the theoretical maximum amount of product (1.0 means a 100% yield; for example, 0.34 means a 34% yield).. This data is from Reaction yield outcomes from USPTO patents with 853,638 reactions. (1) The reactants are [CH3:1][C@@:2]1([CH2:8][CH2:9][C:10]2[NH:11][C:12]([C:15](=[O:26])[CH2:16][CH2:17][CH2:18][CH2:19][C:20]3[CH:25]=[CH:24][CH:23]=[CH:22][CH:21]=3)=[CH:13][CH:14]=2)[CH2:6][O:5]C(=O)[NH:3]1.CO.O1CCCC1.[OH-].[Na+]. The catalyst is O. The product is [NH2:3][C@:2]([CH3:1])([CH2:8][CH2:9][C:10]1[NH:11][C:12]([C:15](=[O:26])[CH2:16][CH2:17][CH2:18][CH2:19][C:20]2[CH:21]=[CH:22][CH:23]=[CH:24][CH:25]=2)=[CH:13][CH:14]=1)[CH2:6][OH:5]. The yield is 0.790. (2) The reactants are [Br:1][C:2]1[CH:10]=[C:9]2[C:5]([CH2:6][C:7]3([CH2:27][CH2:26][CH:25]([O:28][CH3:29])[CH2:24][CH2:23]3)[C:8]2([NH:16][S:17]([C:19]([CH3:22])([CH3:21])[CH3:20])=[O:18])[C:11]([O:13][CH2:14][CH3:15])=C)=[CH:4][CH:3]=1.C(OC([O-])=O)(OC(C)(C)C)=[O:31]. The catalyst is CN(C1C=CN=CC=1)C.C1COCC1. The product is [Br:1][C:2]1[CH:10]=[C:9]2[C:5]([CH2:6][C:7]3([CH2:27][CH2:26][CH:25]([O:28][CH3:29])[CH2:24][CH2:23]3)[C:8]2([NH:16][S:17]([C:19]([CH3:21])([CH3:22])[CH3:20])=[O:18])[C:11]([O:13][CH2:14][CH3:15])=[O:31])=[CH:4][CH:3]=1. The yield is 0.500. (3) The yield is 0.500. The catalyst is O1CCCC1.[NH4+].[Cl-].[Cl-].[Na+].O. The reactants are C([Li])(C)(C)C.[CH3:6][O:7][C:8]1[CH:13]=[CH:12][C:11]([C:14]2[N:15]=[C:16]([CH3:19])[S:17][CH:18]=2)=[CH:10][CH:9]=1.Br[CH2:21][CH2:22][CH2:23][CH2:24][CH2:25][CH2:26][O:27][Si:28]([C:31]([CH3:34])([CH3:33])[CH3:32])([CH3:30])[CH3:29]. The product is [Si:28]([O:27][CH2:26][CH2:25][CH2:24][CH2:23][CH2:22][CH2:21][CH2:19][C:16]1[S:17][CH:18]=[C:14]([C:11]2[CH:12]=[CH:13][C:8]([O:7][CH3:6])=[CH:9][CH:10]=2)[N:15]=1)([C:31]([CH3:32])([CH3:33])[CH3:34])([CH3:30])[CH3:29]. (4) The reactants are [F-].[C:2]([NH:5][C:6]1[CH:7]=[C:8]2[C:13](=[CH:14][N:15]=1)[CH:12]=[N+:11]([CH3:16])[C:10]1[CH:17]=[C:18]([Cl:21])[CH:19]=[CH:20][C:9]2=1)(=[O:4])[CH3:3].[BH4-].[Na+]. The catalyst is C1COCC1.CO. The product is [Cl:21][C:18]1[CH:19]=[CH:20][C:9]2[C:8]3[C:13](=[CH:14][N:15]=[C:6]([NH:5][C:2](=[O:4])[CH3:3])[CH:7]=3)[CH2:12][N:11]([CH3:16])[C:10]=2[CH:17]=1. The yield is 0.930. (5) The reactants are FC(F)(F)C(O)=O.[NH2:8][C:9]1[C:14]2[C:15](=[O:48])[N:16]([C:20]3[CH:25]=[CH:24][C:23]([C:26]4[CH:31]=[CH:30][C:29]([CH2:32][N:33]([CH3:46])[C:34](=[O:45])[CH2:35][CH2:36][NH:37]C(=O)OC(C)(C)C)=[CH:28][C:27]=4[Cl:47])=[CH:22][CH:21]=3)[CH2:17][CH2:18][O:19][C:13]=2[N:12]=[CH:11][N:10]=1. The yield is 0.538. The catalyst is C(Cl)Cl. The product is [NH2:37][CH2:36][CH2:35][C:34]([N:33]([CH2:32][C:29]1[CH:30]=[CH:31][C:26]([C:23]2[CH:22]=[CH:21][C:20]([N:16]3[C:15](=[O:48])[C:14]4[C:9]([NH2:8])=[N:10][CH:11]=[N:12][C:13]=4[O:19][CH2:18][CH2:17]3)=[CH:25][CH:24]=2)=[C:27]([Cl:47])[CH:28]=1)[CH3:46])=[O:45]. (6) The reactants are [NH2:1][CH2:2][C:3]1([C:6]([OH:8])=[O:7])[CH2:5][CH2:4]1.O.[OH-].[Na+].[C:12](O[C:12]([O:14][C:15]([CH3:18])([CH3:17])[CH3:16])=[O:13])([O:14][C:15]([CH3:18])([CH3:17])[CH3:16])=[O:13]. The catalyst is O1CCOCC1. The product is [C:15]([O:14][C:12]([NH:1][CH2:2][C:3]1([C:6]([OH:8])=[O:7])[CH2:5][CH2:4]1)=[O:13])([CH3:18])([CH3:17])[CH3:16]. The yield is 0.930.